From a dataset of Catalyst prediction with 721,799 reactions and 888 catalyst types from USPTO. Predict which catalyst facilitates the given reaction. (1) The catalyst class is: 1. Reactant: Br[C:2]1[CH:7]=[CH:6][CH:5]=[CH:4][C:3]=1[C:8]([F:11])([F:10])[F:9].[Li]CCCC.[CH2:17]([N:24]1[CH2:29][CH2:28][C:27](=[O:30])[CH2:26][CH2:25]1)[C:18]1[CH:23]=[CH:22][CH:21]=[CH:20][CH:19]=1. Product: [CH2:17]([N:24]1[CH2:29][CH2:28][C:27]([C:2]2[CH:7]=[CH:6][CH:5]=[CH:4][C:3]=2[C:8]([F:11])([F:10])[F:9])([OH:30])[CH2:26][CH2:25]1)[C:18]1[CH:19]=[CH:20][CH:21]=[CH:22][CH:23]=1. (2) Product: [N+:1]([CH:4]1[CH2:5][C:6]([CH:7]=[O:8])=[CH:11][CH2:10][CH2:9]1)([O-:3])=[O:2]. The catalyst class is: 2. Reactant: [N+:1]([CH:4]([CH2:9][CH2:10][CH:11]=O)[CH2:5][CH2:6][CH:7]=[O:8])([O-:3])=[O:2].N1CCCC1.C(O)(=O)C1C=CC=CC=1. (3) Product: [O:16]1[C:21]2[CH:22]=[CH:23][C:24]([N:26]3[CH2:33][CH:32]4[N:34]([CH2:15][CH:13]([OH:14])[CH2:12][O:11][C:8]5[CH:7]=[CH:6][CH:5]=[C:4]6[C:9]=5[CH:10]=[C:2]([CH3:1])[NH:3]6)[CH2:35][CH:27]3[CH2:28][CH:29]=[CH:30][CH2:31]4)=[CH:25][C:20]=2[O:19][CH2:18][CH2:17]1. Reactant: [CH3:1][C:2]1[NH:3][C:4]2[C:9]([CH:10]=1)=[C:8]([O:11][CH2:12][CH:13]1[CH2:15][O:14]1)[CH:7]=[CH:6][CH:5]=2.[O:16]1[C:21]2[CH:22]=[CH:23][C:24]([N:26]3[CH2:33][CH:32]4[NH:34][CH2:35][CH:27]3[CH2:28][CH:29]=[CH:30][CH2:31]4)=[CH:25][C:20]=2[O:19][CH2:18][CH2:17]1. The catalyst class is: 8. (4) Reactant: Cl[C:2]1[CH:7]=[CH:6][C:5]([C:8]([F:11])([F:10])[F:9])=[CH:4][N:3]=1.N.[CH3:13][N:14](C)C=O. Product: [C:13]([C:2]1[CH:7]=[CH:6][C:5]([C:8]([F:11])([F:10])[F:9])=[CH:4][N:3]=1)#[N:14]. The catalyst class is: 507. (5) Reactant: [Cl:1][C:2]1[CH:3]=[C:4]([CH:7]=[C:8]([OH:11])[C:9]=1[OH:10])[CH:5]=[O:6].Br[CH2:13][CH2:14][CH2:15]Br.C(=O)([O-])[O-].[K+].[K+]. Product: [Cl:1][C:2]1[C:9]2[O:10][CH2:13][CH2:14][CH2:15][O:11][C:8]=2[CH:7]=[C:4]([CH:5]=[O:6])[CH:3]=1. The catalyst class is: 10.